This data is from Peptide-MHC class II binding affinity with 134,281 pairs from IEDB. The task is: Regression. Given a peptide amino acid sequence and an MHC pseudo amino acid sequence, predict their binding affinity value. This is MHC class II binding data. (1) The peptide sequence is SDSWLKDSAIMVASD. The MHC is HLA-DPA10201-DPB10501 with pseudo-sequence HLA-DPA10201-DPB10501. The binding affinity (normalized) is 0.361. (2) The MHC is DRB1_0901 with pseudo-sequence DRB1_0901. The binding affinity (normalized) is 0.402. The peptide sequence is CTNFKTQLVLSSMVN. (3) The peptide sequence is INEPTQAAIAYGLDR. The MHC is HLA-DQA10401-DQB10402 with pseudo-sequence HLA-DQA10401-DQB10402. The binding affinity (normalized) is 0.364.